From a dataset of Forward reaction prediction with 1.9M reactions from USPTO patents (1976-2016). Predict the product of the given reaction. (1) Given the reactants [CH:1]1([CH:7]([N:9]2[C:13]([C:14]3[CH:19]=[C:18]([C:20]([CH3:23])([CH3:22])[CH3:21])[CH:17]=[C:16]([C:24]([CH3:27])([CH3:26])[CH3:25])[CH:15]=3)=[CH:12][C:11]([C:28]([OH:30])=O)=[C:10]2[CH3:31])[CH3:8])[CH2:6][CH2:5][CH2:4][CH2:3][CH2:2]1.CN(C(ON1N=NC2C=CC=NC1=2)=[N+](C)C)C.F[P-](F)(F)(F)(F)F.CCN(C(C)C)C(C)C.[O:65]1[CH2:68][CH:67]([NH2:69])[CH2:66]1, predict the reaction product. The product is: [CH:1]1([CH:7]([N:9]2[C:13]([C:14]3[CH:15]=[C:16]([C:24]([CH3:27])([CH3:25])[CH3:26])[CH:17]=[C:18]([C:20]([CH3:21])([CH3:22])[CH3:23])[CH:19]=3)=[CH:12][C:11]([C:28]([NH:69][CH:67]3[CH2:68][O:65][CH2:66]3)=[O:30])=[C:10]2[CH3:31])[CH3:8])[CH2:2][CH2:3][CH2:4][CH2:5][CH2:6]1. (2) Given the reactants [N:1]12[CH2:7][C:4]([C:8]([C:16]3[CH:21]=[CH:20][CH:19]=[CH:18][CH:17]=3)([C:10]3[CH:15]=[CH:14][CH:13]=[CH:12][CH:11]=3)[OH:9])([CH2:5][CH2:6]1)[CH2:3][CH2:2]2.[Br:22][CH2:23][CH2:24][O:25][CH2:26][C:27]1[CH:32]=[CH:31][CH:30]=[C:29]([O:33][CH3:34])[CH:28]=1, predict the reaction product. The product is: [Br-:22].[OH:9][C:8]([C:16]1[CH:21]=[CH:20][CH:19]=[CH:18][CH:17]=1)([C:10]1[CH:15]=[CH:14][CH:13]=[CH:12][CH:11]=1)[C:4]12[CH2:7][N+:1]([CH2:23][CH2:24][O:25][CH2:26][C:27]3[CH:32]=[CH:31][CH:30]=[C:29]([O:33][CH3:34])[CH:28]=3)([CH2:6][CH2:5]1)[CH2:2][CH2:3]2. (3) The product is: [CH2:1]([C:8]1[CH:9]=[N:10][C:11]2[C:16]([C:17]=1[C:18]1[CH:23]=[CH:22][CH:21]=[C:20]([O:24][CH2:30][C:31]3[C:36]([CH3:37])=[CH:35][CH:34]=[CH:33][C:32]=3[CH3:38])[CH:19]=1)=[CH:15][CH:14]=[CH:13][C:12]=2[C:25]([F:28])([F:26])[F:27])[C:2]1[CH:3]=[CH:4][CH:5]=[CH:6][CH:7]=1. Given the reactants [CH2:1]([C:8]1[CH:9]=[N:10][C:11]2[C:16]([C:17]=1[C:18]1[CH:19]=[C:20]([OH:24])[CH:21]=[CH:22][CH:23]=1)=[CH:15][CH:14]=[CH:13][C:12]=2[C:25]([F:28])([F:27])[F:26])[C:2]1[CH:7]=[CH:6][CH:5]=[CH:4][CH:3]=1.Br[CH2:30][C:31]1[C:36]([CH3:37])=[CH:35][CH:34]=[CH:33][C:32]=1[CH3:38], predict the reaction product. (4) Given the reactants O[CH2:2][C:3]1[N:4]([CH2:8][CH2:9][CH3:10])[CH:5]=[CH:6][N:7]=1.S(Cl)([Cl:13])=O, predict the reaction product. The product is: [ClH:13].[Cl:13][CH2:2][C:3]1[N:4]([CH2:8][CH2:9][CH3:10])[CH:5]=[CH:6][N:7]=1. (5) Given the reactants Br[C:2]1[N:3]=[CH:4][C:5]([N:8]2[CH2:13][CH2:12][N:11]([C:14]([O:16][C:17]([CH3:20])([CH3:19])[CH3:18])=[O:15])[CH2:10][CH2:9]2)=[N:6][CH:7]=1.[C:21]1([C:27]([C:29]2[CH:34]=[CH:33][CH:32]=[CH:31][CH:30]=2)=[NH:28])[CH:26]=[CH:25][CH:24]=[CH:23][CH:22]=1.C1C=CC(P(C2C=CC3C(=CC=CC=3)C=2C2C3C(=CC=CC=3)C=CC=2P(C2C=CC=CC=2)C2C=CC=CC=2)C2C=CC=CC=2)=CC=1.C([O-])([O-])=O.[Cs+].[Cs+], predict the reaction product. The product is: [C:21]1([C:27](=[N:28][C:2]2[N:3]=[CH:4][C:5]([N:8]3[CH2:13][CH2:12][N:11]([C:14]([O:16][C:17]([CH3:20])([CH3:19])[CH3:18])=[O:15])[CH2:10][CH2:9]3)=[N:6][CH:7]=2)[C:29]2[CH:30]=[CH:31][CH:32]=[CH:33][CH:34]=2)[CH:26]=[CH:25][CH:24]=[CH:23][CH:22]=1. (6) Given the reactants [CH3:1][C:2]1[NH:7][C:6](=[O:8])[CH:5]=[C:4]([C:9]2[CH:14]=[CH:13][C:12]([C:15]([F:18])([F:17])[F:16])=[C:11]([CH3:19])[CH:10]=2)[CH:3]=1.[F:20][C:21]([F:34])([F:33])[S:22](O[S:22]([C:21]([F:34])([F:33])[F:20])(=[O:24])=[O:23])(=[O:24])=[O:23], predict the reaction product. The product is: [CH3:1][C:2]1[N:7]=[C:6]([O:8][S:22]([C:21]([F:34])([F:33])[F:20])(=[O:24])=[O:23])[CH:5]=[C:4]([C:9]2[CH:14]=[CH:13][C:12]([C:15]([F:18])([F:16])[F:17])=[C:11]([CH3:19])[CH:10]=2)[CH:3]=1. (7) Given the reactants [Cl:1][C:2]([F:13])([F:12])[CH2:3][CH:4]1[CH2:8][N:7]([CH2:9]Cl)[C:6](=[O:11])[CH2:5]1.C([O:21][CH2:22][C:23]1[S:27][C:26]2=[N:28][C:29]([C:31]([F:34])([F:33])[F:32])=[CH:30][N:25]2[N:24]=1)C1C=CC=CC=1, predict the reaction product. The product is: [Cl:1][C:2]([F:13])([F:12])[CH2:3][CH:4]1[CH2:8][N:7]([CH2:9][C:30]2[N:25]3[C:26]([S:27][C:23]([CH2:22][OH:21])=[N:24]3)=[N:28][C:29]=2[C:31]([F:33])([F:34])[F:32])[C:6](=[O:11])[CH2:5]1. (8) Given the reactants [C:1]([C:5]1[CH:10]=[CH:9][C:8]([CH2:11][O:12][C:13]2[CH:18]=[CH:17][C:16]([CH2:19]Cl)=[CH:15][CH:14]=2)=[CH:7][CH:6]=1)([CH3:4])([CH3:3])[CH3:2].C[O:22][C:23](=[O:34])[CH2:24][O:25][C:26]1[CH:31]=[CH:30][C:29]([SH:32])=[CH:28][C:27]=1[CH3:33], predict the reaction product. The product is: [C:1]([C:5]1[CH:10]=[CH:9][C:8]([CH2:11][O:12][C:13]2[CH:18]=[CH:17][C:16]([CH2:19][S:32][C:29]3[CH:30]=[CH:31][C:26]([O:25][CH2:24][C:23]([OH:34])=[O:22])=[C:27]([CH3:33])[CH:28]=3)=[CH:15][CH:14]=2)=[CH:7][CH:6]=1)([CH3:4])([CH3:3])[CH3:2]. (9) Given the reactants [C:1]1([C:25]2[CH:30]=[CH:29][CH:28]=[CH:27][CH:26]=2)[CH:6]=[CH:5][C:4]([CH2:7][C@@H:8]([NH:17]C(OC(C)(C)C)=O)[CH2:9][C@:10]([CH2:15][OH:16])([CH3:14])[C:11]([OH:13])=[O:12])=[CH:3][CH:2]=1.C1C=CC2N(O)N=NC=2C=1.CCN=C=NC[CH2:47][CH2:48][N:49]([CH3:51])[CH3:50].CN(CCO)C.CC#N.Cl.O1CCOCC1, predict the reaction product. The product is: [CH3:51][N:49]([CH3:50])[CH2:48][CH2:47][O:13][C:11](=[O:12])[C@@:10]([CH2:15][OH:16])([CH3:14])[CH2:9][C@H:8]([NH2:17])[CH2:7][C:4]1[CH:5]=[CH:6][C:1]([C:25]2[CH:30]=[CH:29][CH:28]=[CH:27][CH:26]=2)=[CH:2][CH:3]=1. (10) Given the reactants FC(F)(F)C(O)=O.COC1C=C(OC)C=CC=1C[N:13]1[C:18]([CH2:19][N:20]2[C:28](=[O:29])[C:27]3[C:22](=[CH:23][CH:24]=[CH:25][CH:26]=3)[C:21]2=[O:30])=[C:17]([C:31]([O:33][CH2:34][CH3:35])=[O:32])[C:16](=[O:36])[NH:15][C:14]1=[O:37], predict the reaction product. The product is: [O:29]=[C:28]1[C:27]2[C:22](=[CH:23][CH:24]=[CH:25][CH:26]=2)[C:21](=[O:30])[N:20]1[CH2:19][C:18]1[NH:13][C:14](=[O:37])[NH:15][C:16](=[O:36])[C:17]=1[C:31]([O:33][CH2:34][CH3:35])=[O:32].